From a dataset of Forward reaction prediction with 1.9M reactions from USPTO patents (1976-2016). Predict the product of the given reaction. (1) The product is: [C:1]([NH:9][C:10]1[CH:15]=[CH:14][N:13]([C@@H:16]2[O:24][CH2:23][C@@H:21]([OH:22])[C@@H:19]([OH:20])[C@H:17]2[O:18][C:26](=[O:27])[C:28]2[CH:33]=[CH:32][CH:31]=[CH:30][CH:29]=2)[C:12](=[O:25])[N:11]=1)(=[O:8])[C:2]1[CH:3]=[CH:4][CH:5]=[CH:6][CH:7]=1. Given the reactants [C:1]([NH:9][C:10]1[CH:15]=[CH:14][N:13]([C@@H:16]2[O:24][CH2:23][C@@H:21]([OH:22])[C@@H:19]([OH:20])[C@H:17]2[OH:18])[C:12](=[O:25])[N:11]=1)(=[O:8])[C:2]1[CH:7]=[CH:6][CH:5]=[CH:4][CH:3]=1.[C:26](Cl)([C:28]1[CH:33]=[CH:32][CH:31]=[CH:30][CH:29]=1)=[O:27].C(O)CC, predict the reaction product. (2) Given the reactants [CH3:1][C:2]1[CH:11]=[C:10]([N:12]2[CH2:17][C@@H:16]([CH3:18])[O:15][C@@H:14]([CH3:19])[CH2:13]2)[CH:9]=[CH:8][C:3]=1[C:4]([O:6]C)=[O:5].[OH-].[Na+], predict the reaction product. The product is: [CH3:1][C:2]1[CH:11]=[C:10]([N:12]2[CH2:13][C@@H:14]([CH3:19])[O:15][C@@H:16]([CH3:18])[CH2:17]2)[CH:9]=[CH:8][C:3]=1[C:4]([OH:6])=[O:5]. (3) Given the reactants Cl[C:2]1[N:6]([CH3:7])[N:5]=[CH:4][C:3]=1[N+:8]([O-:10])=[O:9].[F-].[K+].[CH3:13][C@H:14]1[NH:19][CH2:18][CH2:17][N:16]([C:20]([O:22][C:23]([CH3:26])([CH3:25])[CH3:24])=[O:21])[CH2:15]1, predict the reaction product. The product is: [CH3:13][C@H:14]1[N:19]([C:2]2[N:6]([CH3:7])[N:5]=[CH:4][C:3]=2[N+:8]([O-:10])=[O:9])[CH2:18][CH2:17][N:16]([C:20]([O:22][C:23]([CH3:24])([CH3:26])[CH3:25])=[O:21])[CH2:15]1. (4) Given the reactants [NH2:1][C:2]1[N:7]=[CH:6][C:5]([C:8]2[CH:9]=[N:10][N:11]([CH2:13][C:14]([OH:16])=O)[CH:12]=2)=[CH:4][C:3]=1[C:17]1[NH:21][C:20]2[CH:22]=[C:23]([O:26][CH3:27])[CH:24]=[CH:25][C:19]=2[N:18]=1.[F:28][C:29]1[CH:30]=[C:31]([CH:34]=[CH:35][C:36]=1[F:37])[CH2:32][NH2:33].C1C=CC2N(O)N=NC=2C=1.CN1CCOCC1, predict the reaction product. The product is: [NH2:1][C:2]1[N:7]=[CH:6][C:5]([C:8]2[CH:9]=[N:10][N:11]([CH2:13][C:14]([NH:33][CH2:32][C:31]3[CH:34]=[CH:35][C:36]([F:37])=[C:29]([F:28])[CH:30]=3)=[O:16])[CH:12]=2)=[CH:4][C:3]=1[C:17]1[NH:21][C:20]2[CH:22]=[C:23]([O:26][CH3:27])[CH:24]=[CH:25][C:19]=2[N:18]=1. (5) The product is: [F:23][C:2]1([F:1])[CH2:6][N:5]([C:7]([C:9]2[N:10]=[C:11]([C:14]([NH:16][CH2:17][C:18]([OH:21])([CH3:19])[CH3:20])=[O:15])[S:12][C:13]=2[C:25]2[CH:30]=[CH:29][C:28]([C:31]([OH:40])([C:36]([F:39])([F:38])[F:37])[C:32]([F:33])([F:34])[F:35])=[CH:27][C:26]=2[O:41][CH3:42])=[O:8])[C@@H:4]([CH3:22])[CH2:3]1. Given the reactants [F:1][C:2]1([F:23])[CH2:6][N:5]([C:7]([C:9]2[N:10]=[C:11]([C:14]([NH:16][CH2:17][C:18]([OH:21])([CH3:20])[CH3:19])=[O:15])[S:12][CH:13]=2)=[O:8])[C@@H:4]([CH3:22])[CH2:3]1.Br[C:25]1[CH:30]=[CH:29][C:28]([C:31]([OH:40])([C:36]([F:39])([F:38])[F:37])[C:32]([F:35])([F:34])[F:33])=[CH:27][C:26]=1[O:41][CH3:42], predict the reaction product. (6) Given the reactants [C:1]([C:5]1[O:6][C:7]([C:10]([O:12]CC)=[O:11])=[CH:8][N:9]=1)([CH3:4])([CH3:3])[CH3:2].O[Li].O, predict the reaction product. The product is: [C:1]([C:5]1[O:6][C:7]([C:10]([OH:12])=[O:11])=[CH:8][N:9]=1)([CH3:4])([CH3:2])[CH3:3]. (7) Given the reactants [CH3:1][N:2]([CH3:23])[C:3]1N=CN=C2N(COCC[Si](C)(C)C)N=C(C(=O)C)C=12.[CH2:24]([NH:26][C:27]1[CH:32]=[CH:31][N:30]=[C:29]2[N:33]([CH2:39][O:40][CH2:41][CH2:42][Si:43]([CH3:46])([CH3:45])[CH3:44])[CH:34]=[C:35]([C:36](=[O:38])[CH3:37])[C:28]=12)[CH3:25], predict the reaction product. The product is: [CH3:1][N:2]([CH3:23])/[CH:3]=[CH:37]/[C:36]([C:35]1[C:28]2[C:29](=[N:30][CH:31]=[CH:32][C:27]=2[NH:26][CH2:24][CH3:25])[N:33]([CH2:39][O:40][CH2:41][CH2:42][Si:43]([CH3:44])([CH3:45])[CH3:46])[CH:34]=1)=[O:38]. (8) Given the reactants [O:1]=[CH:2][C@@H:3]([C@H:5]([C@@H:7]([C@@H:9]([CH2:11][OH:12])[OH:10])[OH:8])[OH:6])[OH:4].FC(F)(F)S(O)(=O)=O.[CH2:21](O)[CH:22]=[CH2:23].[C:25](Cl)([C:38]1[CH:43]=[CH:42][CH:41]=[CH:40][CH:39]=1)(C1C=CC=CC=1)C1C=CC=CC=1.[CH2:45](Cl)[C:46]1[CH:51]=[CH:50][CH:49]=[CH:48][CH:47]=1.[H-].[Na+], predict the reaction product. The product is: [CH2:21]([O:1][CH:2]1[O:10][C@H:9]([CH2:11][OH:12])[C@@H:7]([O:8][CH2:45][C:46]2[CH:51]=[CH:50][CH:49]=[CH:48][CH:47]=2)[C@H:5]([O:6][CH2:25][C:38]2[CH:43]=[CH:42][CH:41]=[CH:40][CH:39]=2)[C@H:3]1[O:4][CH2:25][C:38]1[CH:39]=[CH:40][CH:41]=[CH:42][CH:43]=1)[CH:22]=[CH2:23]. (9) The product is: [NH:1]1[C:5]2=[N:6][CH:7]=[CH:8][CH:9]=[C:4]2[C:3]([C:10]#[N:11])=[CH:2]1. Given the reactants [NH:1]1[C:5]2=[N:6][CH:7]=[CH:8][CH:9]=[C:4]2[C:3]([CH:10]=[N:11]O)=[CH:2]1.O, predict the reaction product.